This data is from Reaction yield outcomes from USPTO patents with 853,638 reactions. The task is: Predict the reaction yield, written as a fraction of the theoretical maximum amount of product (1.0 means a 100% yield; for example, 0.34 means a 34% yield). (1) The reactants are C1(P(C2C=CC=CC=2)C2C=CC=CC=2)C=CC=CC=1.[Cl:20][C:21]1[C:26]([CH3:27])=[CH:25][CH:24]=[C:23]([F:28])[C:22]=1[CH:29](O)[CH3:30].C(Br)(Br)(Br)[Br:33]. The catalyst is ClCCl. The product is [Br:33][CH:29]([C:22]1[C:21]([Cl:20])=[C:26]([CH3:27])[CH:25]=[CH:24][C:23]=1[F:28])[CH3:30]. The yield is 0.580. (2) The reactants are C[O:2][C:3]1[CH:4]=[C:5]2[C:10](=[CH:11][CH:12]=1)[N:9]=[C:8]([C:13]1[CH:18]=[CH:17][C:16]([C:19]([NH:21][NH:22][C:23]([O:25]C(C)(C)C)=O)=[S:20])=[CH:15][CH:14]=1)[CH:7]=[CH:6]2.[Al+3].[Cl-].[Cl-].[Cl-].CCOC(C)=O. The catalyst is C(Cl)Cl. The product is [OH:2][C:3]1[CH:4]=[C:5]2[C:10](=[CH:11][CH:12]=1)[N:9]=[C:8]([C:13]1[CH:18]=[CH:17][C:16]([C:19]3[S:20][C:23](=[O:25])[NH:22][N:21]=3)=[CH:15][CH:14]=1)[CH:7]=[CH:6]2. The yield is 0.0700. (3) The reactants are [CH3:1][C@@H:2]1[CH2:7][CH2:6][C@H:5]([N:8]([C@H:16]2[CH2:20][C@@H:19]([C:21]([N:23]3[CH2:28][CH2:27][N:26]([CH3:29])[CH2:25][CH2:24]3)=[O:22])[NH:18][CH2:17]2)[C:9]([C@@H:11]2[CH2:15][CH2:14][CH2:13][O:12]2)=[O:10])[CH2:4][CH2:3]1.[C:30]([N:37]1[CH2:41][C@@H:40]([C:42]2[CH:47]=[CH:46][C:45]([Cl:48])=[CH:44][CH:43]=2)[C@H:39]([C:49](O)=[O:50])[CH2:38]1)([O:32][C:33]([CH3:36])([CH3:35])[CH3:34])=[O:31]. No catalyst specified. The product is [C:30]([N:37]1[CH2:38][C@@H:39]([C:49]([N:18]2[CH2:17][C@@H:16]([N:8]([C@H:5]3[CH2:6][CH2:7][C@@H:2]([CH3:1])[CH2:3][CH2:4]3)[C:9]([C@@H:11]3[CH2:15][CH2:14][CH2:13][O:12]3)=[O:10])[CH2:20][C@H:19]2[C:21]([N:23]2[CH2:28][CH2:27][N:26]([CH3:29])[CH2:25][CH2:24]2)=[O:22])=[O:50])[C@H:40]([C:42]2[CH:43]=[CH:44][C:45]([Cl:48])=[CH:46][CH:47]=2)[CH2:41]1)([O:32][C:33]([CH3:35])([CH3:36])[CH3:34])=[O:31]. The yield is 0.880.